This data is from Reaction yield outcomes from USPTO patents with 853,638 reactions. The task is: Predict the reaction yield, written as a fraction of the theoretical maximum amount of product (1.0 means a 100% yield; for example, 0.34 means a 34% yield). (1) The reactants are [C:1]([C:3]1[CH:4]=[C:5]([C:19]2[CH:28]=[CH:27][CH:26]=[C:25]3[C:20]=2[CH:21]=[CH:22][C:23]([S:29]([N:32](CC2C=CC(OC)=CC=2)[C:33]2[CH:38]=[CH:37][N:36]=[CH:35][N:34]=2)(=[O:31])=[O:30])=[CH:24]3)[C:6]([O:17][CH3:18])=[N:7][C:8]=1[C:9]1[CH:14]=[C:13]([F:15])[CH:12]=[C:11]([F:16])[CH:10]=1)#[N:2].C(O)(C(F)(F)F)=O.B(Br)(Br)Br. The catalyst is C(Cl)Cl. The product is [C:1]([C:3]1[CH:4]=[C:5]([C:19]2[CH:28]=[CH:27][CH:26]=[C:25]3[C:20]=2[CH:21]=[CH:22][C:23]([S:29]([NH:32][C:33]2[CH:38]=[CH:37][N:36]=[CH:35][N:34]=2)(=[O:31])=[O:30])=[CH:24]3)[C:6]([O:17][CH3:18])=[N:7][C:8]=1[C:9]1[CH:14]=[C:13]([F:15])[CH:12]=[C:11]([F:16])[CH:10]=1)#[N:2]. The yield is 0.860. (2) The reactants are CCCC[N+](CCCC)(CCCC)CCCC.[F-].C([Si](C)(C)[O:24][C:25]1[CH:26]=[CH:27][C:28]2[O:33][CH2:32][CH2:31][N:30]([C:34]3[CH:35]=[N:36][C:37]([O:42][CH3:43])=[C:38]([CH:41]=3)[C:39]#[N:40])[C:29]=2[CH:44]=1)(C)(C)C. The catalyst is C1COCC1.CCOC(C)=O.C(Cl)Cl.CO. The product is [OH:24][C:25]1[CH:26]=[CH:27][C:28]2[O:33][CH2:32][CH2:31][N:30]([C:34]3[CH:35]=[N:36][C:37]([O:42][CH3:43])=[C:38]([CH:41]=3)[C:39]#[N:40])[C:29]=2[CH:44]=1. The yield is 0.930. (3) The reactants are [H-].[Al+3].[Li+].[H-].[H-].[H-].C[O:8][C:9](=O)[C@@H:10]([CH2:16][CH2:17][CH3:18])[NH:11][C:12](=O)[CH2:13][CH3:14].[OH-].[Na+]. The catalyst is O1CCCC1. The product is [CH2:12]([NH:11][C@@H:10]([CH2:9][OH:8])[CH2:16][CH2:17][CH3:18])[CH2:13][CH3:14]. The yield is 0.970. (4) The reactants are C([CH2:8][NH:9][CH2:10][CH2:11][N:12]1[CH2:17][CH2:16][CH:15]([O:18][C:19](=[O:33])[NH:20][C:21]2[CH:26]=[CH:25][CH:24]=[CH:23][C:22]=2[C:27]2[CH:32]=[CH:31][CH:30]=[CH:29][CH:28]=2)[CH2:14][CH2:13]1)C1C=CC=CC=1.CCO.C(OC(C)C)(=O)C. The product is [CH3:8][NH:9][CH2:10][CH2:11][N:12]1[CH2:17][CH2:16][CH:15]([O:18][C:19](=[O:33])[NH:20][C:21]2[CH:26]=[CH:25][CH:24]=[CH:23][C:22]=2[C:27]2[CH:32]=[CH:31][CH:30]=[CH:29][CH:28]=2)[CH2:14][CH2:13]1. The yield is 0.700. The catalyst is C(Cl)Cl. (5) The yield is 0.910. The catalyst is CN(C)C=O. The product is [N:15]([CH2:2][CH2:3][CH2:4][C:5]1[C:13]2[C:8](=[CH:9][CH:10]=[C:11]([F:14])[CH:12]=2)[NH:7][CH:6]=1)=[N+:16]=[N-:17]. The reactants are Br[CH2:2][CH2:3][CH2:4][C:5]1[C:13]2[C:8](=[CH:9][CH:10]=[C:11]([F:14])[CH:12]=2)[NH:7][CH:6]=1.[N-:15]=[N+:16]=[N-:17].[Na+].O. (6) The reactants are [C:1]([O:5][C:6]([N:8]([CH3:48])[C@@H:9]([CH3:47])[C:10]([NH:12][C@@H:13]([C:43]([CH3:46])([CH3:45])[CH3:44])[C:14]([N:16]1[C@H:20]([C:21](=[O:33])[NH:22][C@H:23]2[C:32]3[C:27](=[CH:28][CH:29]=[CH:30][CH:31]=3)[CH2:26][CH2:25][CH2:24]2)[CH2:19][C@H:18]([NH:34][C:35](=[O:42])[CH2:36][CH2:37][C:38]([O:40]C)=[O:39])[CH2:17]1)=[O:15])=[O:11])=[O:7])([CH3:4])([CH3:3])[CH3:2].[OH-].[Na+].CCOC(C)=O.Cl. The catalyst is C1COCC1.CO. The product is [C:1]([O:5][C:6]([N:8]([CH3:48])[C@@H:9]([CH3:47])[C:10]([NH:12][C@@H:13]([C:43]([CH3:46])([CH3:45])[CH3:44])[C:14]([N:16]1[C@H:20]([C:21](=[O:33])[NH:22][C@H:23]2[C:32]3[C:27](=[CH:28][CH:29]=[CH:30][CH:31]=3)[CH2:26][CH2:25][CH2:24]2)[CH2:19][C@H:18]([NH:34][C:35](=[O:42])[CH2:36][CH2:37][C:38]([OH:40])=[O:39])[CH2:17]1)=[O:15])=[O:11])=[O:7])([CH3:2])([CH3:4])[CH3:3]. The yield is 0.920. (7) The reactants are [NH2:1][C:2]1[CH:6]=[CH:5][O:4][N:3]=1.[CH:7]1([C:10]2[CH:11]=[C:12]([C:31]3[CH:36]=[C:35]([F:37])[CH:34]=[C:33]([F:38])[CH:32]=3)[CH:13]=[CH:14][C:15]=2[N:16]2[C:25]3[C:20](=[CH:21][C:22]([S:26](Cl)(=[O:28])=[O:27])=[CH:23][CH:24]=3)[CH:19]=[CH:18][C:17]2=[O:30])[CH2:9][CH2:8]1.[Li+].C[Si]([N-][Si](C)(C)C)(C)C.C(O)(C(F)(F)F)=O. The catalyst is C1COCC1. The product is [CH:7]1([C:10]2[CH:11]=[C:12]([C:31]3[CH:32]=[C:33]([F:38])[CH:34]=[C:35]([F:37])[CH:36]=3)[CH:13]=[CH:14][C:15]=2[N:16]2[C:25]3[C:20](=[CH:21][C:22]([S:26]([NH:1][C:2]4[CH:6]=[CH:5][O:4][N:3]=4)(=[O:28])=[O:27])=[CH:23][CH:24]=3)[CH:19]=[CH:18][C:17]2=[O:30])[CH2:9][CH2:8]1. The yield is 0.363. (8) The reactants are [CH2:1]([O:8][C:9]1[CH:10]=[C:11]2[C:16](=[CH:17][CH:18]=1)[N+:15]([O-])=[CH:14][CH:13]=[CH:12]2)[CH2:2][CH2:3][CH2:4][CH2:5][CH2:6][CH3:7].C(OC(=O)C)(=O)C.[N+:27]([CH:30]([CH3:36])[C:31]([O:33][CH2:34][CH3:35])=[O:32])([O-:29])=[O:28]. The yield is 0.700. The product is [CH2:1]([O:8][C:9]1[CH:10]=[C:11]2[C:16](=[CH:17][CH:18]=1)[N:15]=[C:14]([C:30]([N+:27]([O-:29])=[O:28])([CH3:36])[C:31]([O:33][CH2:34][CH3:35])=[O:32])[CH:13]=[CH:12]2)[CH2:2][CH2:3][CH2:4][CH2:5][CH2:6][CH3:7]. The catalyst is CN(C=O)C.